From a dataset of Full USPTO retrosynthesis dataset with 1.9M reactions from patents (1976-2016). Predict the reactants needed to synthesize the given product. (1) Given the product [NH2:2][CH2:1][C:3]1[CH:4]=[CH:5][C:6]([C:7]([NH:19][C:16]2[CH:17]=[CH:18][C:13]([F:12])=[CH:14][C:15]=2[NH2:20])=[O:9])=[CH:10][CH:11]=1, predict the reactants needed to synthesize it. The reactants are: [C:1]([C:3]1[CH:11]=[CH:10][C:6]([C:7]([OH:9])=O)=[CH:5][CH:4]=1)#[N:2].[F:12][C:13]1[CH:18]=[CH:17][C:16]([NH2:19])=[C:15]([NH2:20])[CH:14]=1. (2) Given the product [CH2:48]([O:50][C:51]([N:53]1[CH2:54][CH2:55][N:56]([C:3](=[O:5])[CH2:2][NH:1][C:6]([O:8][CH2:9][C:10]2[CH:15]=[CH:14][CH:13]=[CH:12][CH:11]=2)=[O:7])[CH2:57][CH2:58]1)=[O:52])[CH3:49], predict the reactants needed to synthesize it. The reactants are: [NH:1]([C:6]([O:8][CH2:9][C:10]1[CH:15]=[CH:14][CH:13]=[CH:12][CH:11]=1)=[O:7])[CH2:2][C:3]([OH:5])=O.C1C=C2N=NN(O)C2=CC=1.O.CCN(C(C)C)C(C)C.CCN=C=NCCCN(C)C.Cl.[CH2:48]([O:50][C:51]([N:53]1[CH2:58][CH2:57][NH:56][CH2:55][CH2:54]1)=[O:52])[CH3:49].C([O-])(O)=O.[Na+]. (3) Given the product [Cl:1][CH2:2][CH:3]([OH:12])[CH2:4][C:5]([O:7][C:8]([CH3:10])([CH3:9])[CH3:11])=[O:6], predict the reactants needed to synthesize it. The reactants are: [Cl:1][CH2:2][C:3](=[O:12])[CH2:4][C:5]([O:7][C:8]([CH3:11])([CH3:10])[CH3:9])=[O:6]. (4) Given the product [Cl:20][C:17]([F:19])([F:18])[O:16][C:13]1[CH:14]=[CH:15][C:10]([NH:9][C:7]([C:6]2[CH:21]=[C:2]([C:36]3[CH:37]=[N:38][CH:39]=[C:40]([C:41]#[N:42])[CH:43]=3)[C:3]([N:22]3[CH2:26][CH2:25][C@@H:24]([OH:27])[CH2:23]3)=[N:4][CH:5]=2)=[O:8])=[CH:11][CH:12]=1, predict the reactants needed to synthesize it. The reactants are: Br[C:2]1[C:3]([N:22]2[CH2:26][CH2:25][C@@H:24]([OH:27])[CH2:23]2)=[N:4][CH:5]=[C:6]([CH:21]=1)[C:7]([NH:9][C:10]1[CH:15]=[CH:14][C:13]([O:16][C:17]([Cl:20])([F:19])[F:18])=[CH:12][CH:11]=1)=[O:8].CC1(C)C(C)(C)OB([C:36]2[CH:37]=[N:38][CH:39]=[C:40]([CH:43]=2)[C:41]#[N:42])O1. (5) Given the product [O:6]=[C:5]([N:7]([CH2:8][C:9]1[CH:10]=[CH:11][C:12]([C:15]([F:16])([F:17])[F:18])=[CH:13][CH:14]=1)[CH2:19][C:20]1[CH:21]=[CH:22][C:23]([NH:26][C:28](=[O:39])[CH2:29][CH2:30][CH2:31][CH2:32][CH2:33][CH2:34][CH2:35][CH2:36][CH:37]=[CH2:38])=[CH:24][CH:25]=1)[C:4]([O:3][CH2:1][CH3:2])=[O:27], predict the reactants needed to synthesize it. The reactants are: [CH2:1]([O:3][C:4](=[O:27])[C:5]([N:7]([CH2:19][C:20]1[CH:25]=[CH:24][C:23]([NH2:26])=[CH:22][CH:21]=1)[CH2:8][C:9]1[CH:14]=[CH:13][C:12]([C:15]([F:18])([F:17])[F:16])=[CH:11][CH:10]=1)=[O:6])[CH3:2].[C:28](Cl)(=[O:39])[CH2:29][CH2:30][CH2:31][CH2:32][CH2:33][CH2:34][CH2:35][CH2:36][CH:37]=[CH2:38]. (6) Given the product [C:14]([NH:1][C:2]1[C:3]2[CH:13]=[CH:12][CH:11]=[CH:10][C:4]=2[S:5][C:6]=1[C:7]([OH:9])=[O:8])(=[O:16])[CH3:15], predict the reactants needed to synthesize it. The reactants are: [NH2:1][C:2]1[C:3]2[CH:13]=[CH:12][CH:11]=[CH:10][C:4]=2[S:5][C:6]=1[C:7]([OH:9])=[O:8].[C:14](OC(=O)C)(=[O:16])[CH3:15].